From a dataset of Catalyst prediction with 721,799 reactions and 888 catalyst types from USPTO. Predict which catalyst facilitates the given reaction. (1) Reactant: [C:1]([OH:8])(=[O:7])/[CH:2]=[CH:3]/[C:4]([OH:6])=[O:5].[CH2:9]([C:13]1[CH:14]=[C:15]2[N:20]([C:21]=1[C:22]([C:24]1[CH:29]=[CH:28][C:27]([CH2:30][CH2:31][CH2:32][N:33]([CH2:37][CH2:38][CH3:39])[CH2:34][CH2:35][CH3:36])=[CH:26][CH:25]=1)=[O:23])[CH:19]=[CH:18][CH:17]=[CH:16]2)[CH2:10][CH2:11][CH3:12]. Product: [C:1]([OH:8])(=[O:7])/[CH:2]=[CH:3]/[C:4]([OH:6])=[O:5].[CH2:9]([C:13]1[CH:14]=[C:15]2[N:20]([C:21]=1[C:22]([C:24]1[CH:29]=[CH:28][C:27]([CH2:30][CH2:31][CH2:32][N:33]([CH2:37][CH2:38][CH3:39])[CH2:34][CH2:35][CH3:36])=[CH:26][CH:25]=1)=[O:23])[CH:19]=[CH:18][CH:17]=[CH:16]2)[CH2:10][CH2:11][CH3:12]. The catalyst class is: 13. (2) Reactant: [NH2:1][C:2]1[C:7]([N+:8]([O-:10])=[O:9])=[CH:6][C:5]([OH:11])=[CH:4][C:3]=1[CH3:12].C(=O)([O-])[O-].[K+].[K+].[CH2:19](Br)[C:20]1[CH:25]=[CH:24][CH:23]=[CH:22][CH:21]=1.[OH-].[Na+]. Product: [CH2:19]([O:11][C:5]1[CH:6]=[C:7]([N+:8]([O-:10])=[O:9])[C:2]([NH2:1])=[C:3]([CH3:12])[CH:4]=1)[C:20]1[CH:25]=[CH:24][CH:23]=[CH:22][CH:21]=1. The catalyst class is: 3. (3) Reactant: [CH:1]([C:3]1[CH:10]=[CH:9][C:6]([C:7]#[N:8])=[CH:5][C:4]=1[O:11][C:12]([F:15])([F:14])[F:13])=O.[CH3:16][C:17](=[O:22])[CH2:18][C:19](=[O:21])[CH3:20].C(O)(=O)C.N1CCCCC1. Product: [C:19]([C:18]([C:17](=[O:22])[CH3:16])=[CH:1][C:3]1[CH:10]=[CH:9][C:6]([C:7]#[N:8])=[CH:5][C:4]=1[O:11][C:12]([F:15])([F:14])[F:13])(=[O:21])[CH3:20]. The catalyst class is: 4. (4) Reactant: [CH:1]1([C:7]2[C:8]3[CH:9]=[CH:10][C:11]([C:27]([O:29][CH3:30])=[O:28])=[CH:12][C:13]=3[N:14]3[CH2:21][CH2:20][NH:19][CH2:18][C:17]4[CH:22]=[C:23]([F:26])[CH:24]=[CH:25][C:16]=4[C:15]=23)[CH2:6][CH2:5][CH2:4][CH2:3][CH2:2]1.[C:31]([OH:34])(=O)[CH3:32].CCN(C(C)C)C(C)C.[CH3:44][N:45]([C:47](ON1N=NC2C=CC=CC1=2)=[N+:48]([CH3:50])C)C.[B-](F)(F)(F)F. Product: [CH:1]1([C:7]2[C:8]3[CH:9]=[CH:10][C:11]([C:27]([O:29][CH3:30])=[O:28])=[CH:12][C:13]=3[N:14]3[CH2:21][CH2:20][N:19]([C:31](=[O:34])[CH2:32][N:48]4[CH:50]=[CH:44][N:45]=[CH:47]4)[CH2:18][C:17]4[CH:22]=[C:23]([F:26])[CH:24]=[CH:25][C:16]=4[C:15]=23)[CH2:2][CH2:3][CH2:4][CH2:5][CH2:6]1. The catalyst class is: 2. (5) Reactant: [Cl:1][C:2]1[CH:7]=[C:6]([F:8])[CH:5]=[CH:4][C:3]=1[S:9]([NH:12][C@@H:13]([CH2:16][OH:17])[CH:14]=[CH2:15])(=[O:11])=[O:10].C(C(C)=[O:23])(F)(F)F.[C:25]([O-:28])(O)=O.[Na+].OOS([O-])=O.[K+]. Product: [Cl:1][C:2]1[CH:7]=[C:6]([F:8])[CH:5]=[CH:4][C:3]=1[S:9]([NH:12][C@H:13]([C@H:14]1[CH2:15][O:23]1)[CH2:16][OH:17])(=[O:10])=[O:11].[Cl:1][C:2]1[CH:7]=[C:6]([F:8])[CH:5]=[CH:4][C:3]=1[S:9]([NH:12][C@H:13]([C@@H:14]1[CH2:25][O:28]1)[CH2:16][OH:17])(=[O:10])=[O:11]. The catalyst class is: 144. (6) Reactant: [F:1][C:2]1[CH:3]=[C:4]([C:15]2[CH:20]=[CH:19][C:18]([C:21]([F:24])([F:23])[F:22])=[CH:17][C:16]=2[O:25]C)[CH:5]=[CH:6][C:7]=1[C:8]1[N:9]=[CH:10][C:11]([NH2:14])=[N:12][CH:13]=1.B(Br)(Br)Br.[NH4+].[Cl-].C([O-])(O)=O.[Na+]. Product: [NH2:14][C:11]1[N:12]=[CH:13][C:8]([C:7]2[CH:6]=[CH:5][C:4]([C:15]3[C:16]([OH:25])=[CH:17][C:18]([C:21]([F:24])([F:22])[F:23])=[CH:19][CH:20]=3)=[CH:3][C:2]=2[F:1])=[N:9][CH:10]=1. The catalyst class is: 4. (7) Reactant: C([Li])CCC.CC1(C)CCCC(C)(C)N1.[Cl:16][C:17]1[N:18]=[N:19][C:20]([O:23][CH3:24])=[CH:21][CH:22]=1.[I:25]I.S([O-])([O-])(=O)=S.[Na+].[Na+]. Product: [Cl:16][C:17]1[N:18]=[N:19][C:20]([O:23][CH3:24])=[C:21]([I:25])[CH:22]=1. The catalyst class is: 7. (8) The catalyst class is: 8. Reactant: NN.C1(=O)[N:7]([CH2:8][CH2:9][CH2:10][N:11]2[CH2:19][CH:18]3[CH:13]([CH2:14][C:15]4[CH:23]=[CH:22][CH:21]=[CH:20][C:16]=4[CH2:17]3)[CH2:12]2)C(=O)C2=CC=CC=C12. Product: [NH2:7][CH2:8][CH2:9][CH2:10][N:11]1[CH2:19][CH:18]2[CH:13]([CH2:14][C:15]3[CH:23]=[CH:22][CH:21]=[CH:20][C:16]=3[CH2:17]2)[CH2:12]1. (9) Reactant: [CH2:1]([N:3]([CH2:14][CH3:15])[C:4]1[CH:9]=[CH:8][C:7]([N+:10]([O-])=O)=[CH:6][C:5]=1[F:13])[CH3:2]. Product: [CH2:14]([N:3]([CH2:1][CH3:2])[C:4]1[CH:9]=[CH:8][C:7]([NH2:10])=[CH:6][C:5]=1[F:13])[CH3:15]. The catalyst class is: 123.